This data is from Forward reaction prediction with 1.9M reactions from USPTO patents (1976-2016). The task is: Predict the product of the given reaction. (1) The product is: [CH3:8][C:6]1([CH3:7])[C:2]([CH3:16])([CH3:1])[O:3][B:4]([C:9]2[CH:15]=[CH:14][CH:13]=[CH:12][C:10]=2[NH:11][S:21]([CH2:17][CH:18]([CH3:20])[CH3:19])(=[O:23])=[O:22])[O:5]1. Given the reactants [CH3:1][C:2]1([CH3:16])[C:6]([CH3:8])([CH3:7])[O:5][B:4]([C:9]2[CH:15]=[CH:14][CH:13]=[CH:12][C:10]=2[NH2:11])[O:3]1.[CH2:17]([S:21](Cl)(=[O:23])=[O:22])[CH:18]([CH3:20])[CH3:19], predict the reaction product. (2) Given the reactants [C:1]([N:5]1[CH:9]=[C:8]([CH:10]([OH:12])[CH3:11])/[C:7](=[N:13]/[C:14](=[O:24])[C:15]2[CH:20]=[C:19]([Cl:21])[CH:18]=[CH:17][C:16]=2[O:22][CH3:23])/[S:6]1)([CH3:4])([CH3:3])[CH3:2].C(N(CC)CC)C.[CH3:32][S:33](Cl)(=[O:35])=[O:34].O, predict the reaction product. The product is: [CH3:32][S:33]([O:12][CH:10]([C:8]1=[CH:9][N:5]([C:1]([CH3:4])([CH3:2])[CH3:3])[S:6]/[C:7]/1=[N:13]\[C:14]([C:15]1[CH:20]=[C:19]([Cl:21])[CH:18]=[CH:17][C:16]=1[O:22][CH3:23])=[O:24])[CH3:11])(=[O:35])=[O:34]. (3) Given the reactants C(OC([NH:8][C:9]([CH3:24])([CH3:23])[CH2:10][CH2:11][N:12]1[C:20]2[C:15](=[CH:16][C:17]([CH:21]=[O:22])=[CH:18][CH:19]=2)[CH:14]=[CH:13]1)=O)(C)(C)C, predict the reaction product. The product is: [NH2:8][C:9]([CH3:24])([CH3:23])[CH2:10][CH2:11][N:12]1[C:20]2[C:15](=[CH:16][C:17]([CH:21]=[O:22])=[CH:18][CH:19]=2)[CH:14]=[CH:13]1. (4) Given the reactants [CH2:1]([N:8]([CH2:31][C:32]1[CH:37]=[CH:36][CH:35]=[CH:34][CH:33]=1)[C@@H:9]([CH2:24][C:25]1[CH:30]=[CH:29][CH:28]=[CH:27][CH:26]=1)[C@@H:10]([C@H:12]1[CH2:16][CH2:15][CH2:14][N:13]1[C:17]([O:19][C:20]([CH3:23])([CH3:22])[CH3:21])=[O:18])[OH:11])[C:2]1[CH:7]=[CH:6][CH:5]=[CH:4][CH:3]=1.CCN(CC)CC, predict the reaction product. The product is: [CH2:1]([N:8]([CH2:31][C:32]1[CH:33]=[CH:34][CH:35]=[CH:36][CH:37]=1)[C@@H:9]([CH2:24][C:25]1[CH:30]=[CH:29][CH:28]=[CH:27][CH:26]=1)[C:10]([C@H:12]1[CH2:16][CH2:15][CH2:14][N:13]1[C:17]([O:19][C:20]([CH3:22])([CH3:21])[CH3:23])=[O:18])=[O:11])[C:2]1[CH:3]=[CH:4][CH:5]=[CH:6][CH:7]=1. (5) Given the reactants Cl[C:2]1[CH:3]=[C:4]([CH:6]=[C:7](Cl)[CH:8]=1)[NH2:5].[CH2:10]([C:12](=O)[C:13]([O-:15])=[O:14])[CH3:11].C1[C:25]2[C:20](=[CH:21][CH:22]=[CH:23][CH:24]=2)[CH:19]=C1.F[C:27](F)(F)[C:28](O)=O, predict the reaction product. The product is: [CH2:27]([O:15][C:13]([CH:12]1[CH:10]2[CH2:19][C:20]3[C:25]([CH:11]2[C:6]2[C:4](=[CH:3][CH:2]=[CH:8][CH:7]=2)[NH:5]1)=[CH:24][CH:23]=[CH:22][CH:21]=3)=[O:14])[CH3:28]. (6) Given the reactants [O:1]=[C:2]1[N:6]([C:7]2[CH:12]=[CH:11][C:10]([N:13]3[CH2:18][CH2:17][O:16][CH2:15][C:14]3=[O:19])=[CH:9][CH:8]=2)[CH2:5][C@H:4]([CH2:20][N:21]2C(=O)C3C(=CC=CC=3)C2=O)[O:3]1.CN.Cl, predict the reaction product. The product is: [NH2:21][CH2:20][C@@H:4]1[O:3][C:2](=[O:1])[N:6]([C:7]2[CH:12]=[CH:11][C:10]([N:13]3[CH2:18][CH2:17][O:16][CH2:15][C:14]3=[O:19])=[CH:9][CH:8]=2)[CH2:5]1. (7) Given the reactants [F:1][C:2]([F:17])([CH2:8][C:9]1[CH:14]=[CH:13][C:12]([O:15]C)=[CH:11][CH:10]=1)[C:3]([O:5][CH2:6][CH3:7])=[O:4].[Cl-].[Al+3].[Cl-].[Cl-].C(S)CCCCCCC, predict the reaction product. The product is: [F:1][C:2]([F:17])([CH2:8][C:9]1[CH:10]=[CH:11][C:12]([OH:15])=[CH:13][CH:14]=1)[C:3]([O:5][CH2:6][CH3:7])=[O:4]. (8) Given the reactants [C:1]([C:3]1[CH:4]=[C:5]([NH:15][C:16]([NH2:18])=[S:17])[CH:6]=[CH:7][C:8]=1[N:9]1[CH:13]=[C:12]([CH3:14])[N:11]=[CH:10]1)#[N:2].Br[CH:20]1[CH2:25][CH2:24][CH2:23][C:22]([CH2:33][C:34]#[N:35])([C:26]2[CH:31]=[CH:30][C:29]([Cl:32])=[CH:28][CH:27]=2)[C:21]1=O, predict the reaction product. The product is: [Cl:32][C:29]1[CH:28]=[CH:27][C:26]([C:22]2([CH2:33][C:34]#[N:35])[C:21]3[N:18]=[C:16]([NH:15][C:5]4[CH:6]=[CH:7][C:8]([N:9]5[CH:13]=[C:12]([CH3:14])[N:11]=[CH:10]5)=[C:3]([CH:4]=4)[C:1]#[N:2])[S:17][C:20]=3[CH2:25][CH2:24][CH2:23]2)=[CH:31][CH:30]=1.